Dataset: Experimentally validated miRNA-target interactions with 360,000+ pairs, plus equal number of negative samples. Task: Binary Classification. Given a miRNA mature sequence and a target amino acid sequence, predict their likelihood of interaction. (1) Result: 1 (interaction). The protein sequence of the target gene is MAPSVPAAEPEYPKGIRAVLLGPPGAGKGTQAPRLAENFCVCHLATGDMLRAMVASGSELGKKLKATMDAGKLVSDEMVVELIEKNLETPLCKNGFLLDGFPRTVRQAEMLDDLMEKRKEKLDSVIEFSIPDSLLIRRITGRLIHPKSGRSYHEEFNPPKEPMKDDITGEPLIRRSDDNEKALKIRLQAYHTQTTPLIEYYRKRGIHSAIDASQTPDVVFASILAAFSKATCKDLVMFI. The miRNA is hsa-miR-580-3p with sequence UUGAGAAUGAUGAAUCAUUAGG. (2) The miRNA is hsa-miR-3163 with sequence UAUAAAAUGAGGGCAGUAAGAC. The protein sequence of the target gene is MMKFTVVAAALLLLGAVRAEEEDKKEDVGTVVGIDLGTTYSCVGVFKNGRVEIIANDQGNRITPSYVAFTPEGERLIGDAAKNQLTSNPENTVFDAKRLIGRTWNDPSVQQDIKFLPFKVVEKKTKPYIQVDIGGGQTKTFAPEEISAMVLTKMKETAEAYLGKKVTHAVVTVPAYFNDAQRQATKDAGTIAGLNVMRIINEPTAAAIAYGLDKREGEKNILVFDLGGGTFDVSLLTIDNGVFEVVATNGDTHLGGEDFDQRVMEHFIKLYKKKTGKDVRKDNRAVQKLRREVEKAKRAL.... Result: 0 (no interaction). (3) The miRNA is mmu-miR-495-3p with sequence AAACAAACAUGGUGCACUUCUU. The protein sequence of the target gene is MNAQLTMEAIGELHGVSHEPVPAPADLLGGSPHARSSVGHRGSHLPPAHPRSMGMASLLDGGSGGSDYHHHHRAPEHSLAGPLHPTMTMACETPPGMSMPTTYTTLTPLQPLPPISTVSDKFPHHHHHHHHHHHPHHHQRLAGNVSGSFTLMRDERGLASMNNLYTPYHKDVAGMGQSLSPLSGSGLGSIHNSQQGLPHYAHPGAAMPTDKMLTPNGFEAHHPAMLGRHGEQHLTPTSAGMVPINGLPPHHPHAHLNAQGHGQLLGTAREPNPSVTGAQVSNGSNSGQMEEINTKEVAQR.... Result: 1 (interaction). (4) The miRNA is mmu-miR-1901 with sequence CCGCUCGUACUCCCGGGGGUCC. The protein sequence of the target gene is MGAAGLLGVFLALVAPGVLGISCGSPPPILNGRISYYSTPIAVGTVIRYSCSGTFRLIGEKSLLCITKDKVDGTWDKPAPKCEYFNKYSSCPEPIVPGGYKIRGSTPYRHGDSVTFACKTNFSMNGNKSVWCQANNMWGPTRLPTCVSVFPLECPALPMIHNGHHTSENVGSIAPGLSVTYSCESGYLLVGEKIINCLSSGKWSAVPPTCEEARCKSLGRFPNGKVKEPPILRVGVTANFFCDEGYRLQGPPSSRCVIAGQGVAWTKMPVCEEIFCPSPPPILNGRHIGNSLANVSYGSI.... Result: 0 (no interaction). (5) The miRNA is hsa-miR-6877-3p with sequence CAGCCUCUGCCCUUGGCCUCC. The protein sequence of the target gene is MNGLEAALPSLTDNSSLAYSEQCGQETPLENMLFACFYLLDFILAFVGNALALWLFIWDHKSGTPANVFLMHLAVADLSCVLVLPTRLVYHFSGNHWPFGEIPCRLTGFLFYLNMYASIYFLTCISADRFLAIVHPVKSLKLRRPLYAHLACAFLWIVVAVAMAPLLVSPQTVQTNHTVVCLQLYREKASHHALASLAVAFTFPFITTVTCYLLIIRSLRQGPRIEKHLKNKAVRMIAMVLAIFLICFVPYHIHRSVYVLHYRGGGTSCAAQRALALGNRITSCLTSLNGALDPVMYFFV.... Result: 0 (no interaction). (6) The miRNA is hsa-miR-125b-5p with sequence UCCCUGAGACCCUAACUUGUGA. The protein sequence of the target gene is MSSRHRLDLDGSGRGDRRRSPNRRSRSRSRSPHRRSSPDRKRQIGAVGNMKIQINPYNNQPFSNRYWAIWEKRSQLPVWEYKEKFMELLRNNQCITLVGETGSGKTTQIPQWAVEFMKQQQQGQPPGQARLVACTQPRRVAAMSVATRVAEEMDVVLGQEVGYSIRFEDCISERTVLKYCTDGMLLREAMNSPLLDKYKVLILDEAHERTLATDILMGLIKEIVRNRADIKVVIMSATLDAGKFQRYFEDCPLLSVPGRTFPVEIFFTPNAEKDYLEAAIRTVIQIHMVEEVEGDILLFL.... Result: 0 (no interaction).